Dataset: Peptide-MHC class I binding affinity with 185,985 pairs from IEDB/IMGT. Task: Regression. Given a peptide amino acid sequence and an MHC pseudo amino acid sequence, predict their binding affinity value. This is MHC class I binding data. (1) The peptide sequence is ETACLSKAY. The MHC is HLA-B35:01 with pseudo-sequence HLA-B35:01. The binding affinity (normalized) is 0.477. (2) The peptide sequence is YLFQWNDNV. The MHC is HLA-C03:03 with pseudo-sequence HLA-C03:03. The binding affinity (normalized) is 0.0847. (3) The peptide sequence is LVGPTPVNI. The MHC is HLA-B58:01 with pseudo-sequence HLA-B58:01. The binding affinity (normalized) is 0.531. (4) The peptide sequence is DLYEEEMREL. The MHC is HLA-A02:06 with pseudo-sequence HLA-A02:06. The binding affinity (normalized) is 0.0375.